The task is: Predict the reaction yield, written as a fraction of the theoretical maximum amount of product (1.0 means a 100% yield; for example, 0.34 means a 34% yield).. This data is from Reaction yield outcomes from USPTO patents with 853,638 reactions. (1) The reactants are CN.C([O-])([O-])=O.[K+].[K+].Br[CH2:10]/[CH:11]=[CH:12]/[C:13]([O:15][CH3:16])=[O:14].C[CH2:18][N:19](CC)CC.[CH3:24][C:25]([O:28][C:29]([O:31]C(OC(C)(C)C)=O)=O)([CH3:27])[CH3:26]. The catalyst is C1COCC1.O. The product is [C:25]([O:28][C:29]([N:19]([CH3:18])[CH2:10]/[CH:11]=[CH:12]/[C:13]([O:15][CH3:16])=[O:14])=[O:31])([CH3:27])([CH3:26])[CH3:24]. The yield is 0.470. (2) The yield is 0.260. The catalyst is O.CN(C)C(=O)C. The product is [Br:1][C:2]1[CH:11]=[CH:10][C:5]2[N:6]=[C:7]([NH2:9])[N:8]([C:13]3[CH:18]=[CH:17][CH:16]=[CH:15][N:14]=3)[C:4]=2[CH:3]=1. The reactants are [Br:1][C:2]1[CH:11]=[CH:10][C:5]2[NH:6][C:7]([NH2:9])=[N:8][C:4]=2[CH:3]=1.F[C:13]1[CH:18]=[CH:17][CH:16]=[CH:15][N:14]=1.C(=O)([O-])[O-].[Cs+].[Cs+].[Br-]. (3) The reactants are C([O:8][C:9]1[CH:14]=[CH:13][C:12]([C:15]2[N:16]=[C:17]([CH3:26])[O:18][C:19]=2[C:20]2[CH:25]=[CH:24][N:23]=[CH:22][CH:21]=2)=[CH:11][CH:10]=1)C1C=CC=CC=1.C([O-])=O.[NH4+]. The catalyst is CO.[OH-].[OH-].[Pd+2]. The product is [CH3:26][C:17]1[O:18][C:19]([C:20]2[CH:25]=[CH:24][N:23]=[CH:22][CH:21]=2)=[C:15]([C:12]2[CH:11]=[CH:10][C:9]([OH:8])=[CH:14][CH:13]=2)[N:16]=1. The yield is 0.860. (4) The reactants are [NH2:1][C:2]1[CH:17]=[CH:16][C:5]([O:6][C:7]2[CH:12]=[CH:11][N:10]=[C:9]([C:13]([NH2:15])=[O:14])[CH:8]=2)=[CH:4][CH:3]=1.[O:18]=[C:19]1[N:23]([C:24]2[CH:29]=[CH:28][CH:27]=[CH:26][CH:25]=2)[N:22]2[CH2:30][CH2:31][CH2:32][C:21]2=[C:20]1[C:33](O)=[O:34].C1C=NC2N(O)N=NC=2C=1.CCN=C=NCCCN(C)C. The catalyst is C(Cl)Cl.CCOC(C)=O.O. The product is [C:13]([C:9]1[CH:8]=[C:7]([O:6][C:5]2[CH:16]=[CH:17][C:2]([NH:1][C:33]([C:20]3[C:19](=[O:18])[N:23]([C:24]4[CH:25]=[CH:26][CH:27]=[CH:28][CH:29]=4)[N:22]4[CH2:30][CH2:31][CH2:32][C:21]=34)=[O:34])=[CH:3][CH:4]=2)[CH:12]=[CH:11][N:10]=1)(=[O:14])[NH2:15]. The yield is 0.750. (5) The reactants are Br[C:2]1[CH:3]=[CH:4][C:5]([N+:8]([O-:10])=[O:9])=[N:6][CH:7]=1.C([O-])([O-])=O.[Cs+].[Cs+].[Cl:17][C:18]1[CH:23]=[C:22]([OH:24])[CH:21]=[CH:20][N:19]=1. The catalyst is CN(C=O)C. The product is [Cl:17][C:18]1[CH:23]=[C:22]([O:24][C:2]2[CH:7]=[N:6][C:5]([N+:8]([O-:10])=[O:9])=[CH:4][CH:3]=2)[CH:21]=[CH:20][N:19]=1. The yield is 0.330. (6) The reactants are [Br:1][C:2]1[CH:9]=[C:8]([F:10])[C:7]([CH:11]=[O:12])=[CH:6][C:3]=1[C:4]#[N:5].[BH4-].[Na+]. The yield is 0.820. The catalyst is CO. The product is [Br:1][C:2]1[CH:9]=[C:8]([F:10])[C:7]([CH2:11][OH:12])=[CH:6][C:3]=1[C:4]#[N:5].